This data is from Catalyst prediction with 721,799 reactions and 888 catalyst types from USPTO. The task is: Predict which catalyst facilitates the given reaction. (1) Reactant: [C:1]([O:5][C:6]([C:8]1[S:9][C:10]([CH3:13])=[CH:11][CH:12]=1)=[O:7])([CH3:4])([CH3:3])[CH3:2].C1CCCCC1.[Br:20]N1C(=O)CCC1=O. Product: [C:1]([O:5][C:6]([C:8]1[S:9][C:10]([CH2:13][Br:20])=[CH:11][CH:12]=1)=[O:7])([CH3:4])([CH3:3])[CH3:2]. The catalyst class is: 413. (2) Reactant: [NH2:1][C:2]1[N:7]=[C:6]([C:8]2[CH:13]=[CH:12][C:11]([Cl:14])=[C:10]([O:15][CH3:16])[C:9]=2[F:17])[N:5]=[C:4]([C:18]([OH:20])=[O:19])[C:3]=1[CH:21]=[CH2:22].I[CH2:24][CH2:25][CH2:26][CH3:27].C(=O)([O-])[O-].[Li+].[Li+]. Product: [CH2:24]([O:19][C:18]([C:4]1[C:3]([CH:21]=[CH2:22])=[C:2]([NH2:1])[N:7]=[C:6]([C:8]2[CH:13]=[CH:12][C:11]([Cl:14])=[C:10]([O:15][CH3:16])[C:9]=2[F:17])[N:5]=1)=[O:20])[CH2:25][CH2:26][CH3:27]. The catalyst class is: 3. (3) Reactant: [F:1][C:2]1[C:3]([CH:20]=[CH2:21])=[CH:4][C:5]([O:18][CH3:19])=[C:6]([CH:17]=1)[O:7][C:8]1[C:9]([N+:14]([O-])=O)=[N:10][CH:11]=[CH:12][CH:13]=1.C1COCC1. Product: [CH2:20]([C:3]1[C:2]([F:1])=[CH:17][C:6]([O:7][C:8]2[C:9]([NH2:14])=[N:10][CH:11]=[CH:12][CH:13]=2)=[C:5]([O:18][CH3:19])[CH:4]=1)[CH3:21]. The catalyst class is: 5. (4) The catalyst class is: 35. Product: [CH3:7][O:8][C:9]1[CH:10]=[CH:11][C:12]([N:15]2[C:19]([C:20]3[CH:25]=[CH:24][C:23]([O:26][CH3:27])=[CH:22][CH:21]=3)=[N:18][C:17]([O:28][CH2:32][C:31]#[CH:30])=[N:16]2)=[CH:13][CH:14]=1. Reactant: C(=O)([O-])[O-].[K+].[K+].[CH3:7][O:8][C:9]1[CH:14]=[CH:13][C:12]([N:15]2[C:19]([C:20]3[CH:25]=[CH:24][C:23]([O:26][CH3:27])=[CH:22][CH:21]=3)=[N:18][C:17]([OH:28])=[N:16]2)=[CH:11][CH:10]=1.Br[CH2:30][C:31]#[CH:32].C(OCC)(=O)C.